This data is from Catalyst prediction with 721,799 reactions and 888 catalyst types from USPTO. The task is: Predict which catalyst facilitates the given reaction. (1) Reactant: B(F)(F)F.CCOCC.[C:10]([CH2:12][C:13]1([N:34]2[CH:38]=[C:37]([C:39]3[C:40]4[CH:47]=[CH:46][N:45](COCC[Si](C)(C)C)[C:41]=4[N:42]=[CH:43][N:44]=3)[CH:36]=[N:35]2)[CH2:16][N:15]([C:17]2[N:18]=[CH:19][C:20]([C:23]([NH:25][C@@H:26]([CH:31]3[CH2:33][CH2:32]3)[C:27]([F:30])([F:29])[F:28])=[O:24])=[N:21][CH:22]=2)[CH2:14]1)#[N:11].[OH-].[NH4+].C([O-])(O)=O.[Na+]. Product: [C:10]([CH2:12][C:13]1([N:34]2[CH:38]=[C:37]([C:39]3[C:40]4[CH:47]=[CH:46][NH:45][C:41]=4[N:42]=[CH:43][N:44]=3)[CH:36]=[N:35]2)[CH2:16][N:15]([C:17]2[N:18]=[CH:19][C:20]([C:23]([NH:25][C@@H:26]([CH:31]3[CH2:33][CH2:32]3)[C:27]([F:29])([F:28])[F:30])=[O:24])=[N:21][CH:22]=2)[CH2:14]1)#[N:11]. The catalyst class is: 47. (2) Reactant: [Cl:1][C:2]1[CH:10]=[CH:9][C:5]([C:6]([OH:8])=[O:7])=[C:4]([O:11][CH3:12])[CH:3]=1.[Cl:13]N1C(=O)CCC1=O. Product: [Cl:1][C:2]1[C:10]([Cl:13])=[CH:9][C:5]([C:6]([OH:8])=[O:7])=[C:4]([O:11][CH3:12])[CH:3]=1. The catalyst class is: 10. (3) Reactant: [BH4-].[Na+].[NH2:3][C:4]([NH:6][C:7]1[NH:8][C:9]2[C:14]([C:15]=1[C:16]([NH2:18])=[O:17])=[CH:13][CH:12]=[C:11]([C:19]1[CH:24]=[CH:23][CH:22]=[C:21]([CH:25]=[O:26])[CH:20]=1)[CH:10]=2)=[O:5]. Product: [NH2:3][C:4]([NH:6][C:7]1[NH:8][C:9]2[C:14]([C:15]=1[C:16]([NH2:18])=[O:17])=[CH:13][CH:12]=[C:11]([C:19]1[CH:24]=[CH:23][CH:22]=[C:21]([CH2:25][OH:26])[CH:20]=1)[CH:10]=2)=[O:5]. The catalyst class is: 111. (4) Reactant: [CH3:1][N:2]([CH3:18])[C:3]([C:5]1[CH:6]=[N:7][C:8]2[C:13]([C:14]=1[O:15][CH3:16])=[CH:12][C:11](I)=[CH:10][CH:9]=2)=[O:4].C1(C(C2C=CC=CC=2)CCP)C=CC=CC=1.C([SiH](CCCCCC)CCCCCC)CCCCC.CN(C)[CH:56]=[O:57]. Product: [CH3:1][N:2]([CH3:18])[C:3]([C:5]1[CH:6]=[N:7][C:8]2[C:13]([C:14]=1[O:15][CH3:16])=[CH:12][C:11]([CH:56]=[O:57])=[CH:10][CH:9]=2)=[O:4]. The catalyst class is: 167. (5) Reactant: [NH2:1][C:2]1[S:3][C:4]([CH3:7])=[CH:5][N:6]=1.[C:8]([NH:17][C:18](OC1C=CC=CC=1)=[O:19])(OC1C=CC=CC=1)=[O:9]. Product: [CH3:7][C:4]1[S:3][C:2]2=[N:1][C:8](=[O:9])[NH:17][C:18](=[O:19])[N:6]2[CH:5]=1. The catalyst class is: 12. (6) The catalyst class is: 57. Reactant: [CH3:1][C:2]1[CH:3]=[CH:4][C:5]([NH:8][CH:9]2[CH2:14][CH2:13][NH:12][CH2:11][CH2:10]2)=[N:6][CH:7]=1.C(=O)([O-])O.[Na+].BrC1C=CC(S(O[CH2:31][CH2:32][CH:33]([CH:35]2[CH2:40][CH2:39][CH2:38][CH2:37][CH2:36]2)[OH:34])(=O)=O)=CC=1. Product: [CH:35]1([CH:33]([OH:34])[CH2:32][CH2:31][N:12]2[CH2:13][CH2:14][CH:9]([NH:8][C:5]3[CH:4]=[CH:3][C:2]([CH3:1])=[CH:7][N:6]=3)[CH2:10][CH2:11]2)[CH2:40][CH2:39][CH2:38][CH2:37][CH2:36]1. (7) Reactant: C(OC([NH:8][C@H:9]1[CH2:15][CH2:14][CH2:13][N:12]([CH2:16][CH2:17][NH:18][C:19](=[O:28])[O:20][CH2:21][C:22]2[CH:27]=[CH:26][CH:25]=[CH:24][CH:23]=2)[CH2:11][CH2:10]1)=O)(C)(C)C.[F:29][C:30]([F:35])([F:34])[C:31]([OH:33])=[O:32]. Product: [F:29][C:30]([F:35])([F:34])[C:31]([O-:33])=[O:32].[CH2:21]([O:20][C:19]([NH:18][CH2:17][CH2:16][N:12]1[CH2:13][CH2:14][CH2:15][C@H:9]([NH3+:8])[CH2:10][CH2:11]1)=[O:28])[C:22]1[CH:27]=[CH:26][CH:25]=[CH:24][CH:23]=1. The catalyst class is: 4. (8) Reactant: [CH2:1]([NH:8][C@@H:9]([CH2:13][OH:14])[C:10]([OH:12])=[O:11])[C:2]1[CH:7]=[CH:6][CH:5]=[CH:4][CH:3]=1.C(=O)([O-])[O-].[K+].[K+].Cl[CH2:22][C:23](Cl)=[O:24].[OH-].[Na+]. Product: [CH2:1]([N:8]1[C:23](=[O:24])[CH2:22][O:14][CH2:13][C@H:9]1[C:10]([OH:12])=[O:11])[C:2]1[CH:7]=[CH:6][CH:5]=[CH:4][CH:3]=1. The catalyst class is: 305. (9) Reactant: [OH-].[Na+].C[O:4][C:5]([C:7]12[CH2:14][CH2:13][CH:12]=[C:11]1[CH2:10][N:9]([C:15]([O:17][CH2:18][C:19]1[CH:24]=[CH:23][CH:22]=[CH:21][CH:20]=1)=[O:16])[CH2:8]2)=[O:6]. Product: [CH2:18]([O:17][C:15]([N:9]1[CH2:10][C:11]2[C:7]([C:5]([OH:6])=[O:4])([CH2:14][CH2:13][CH:12]=2)[CH2:8]1)=[O:16])[C:19]1[CH:24]=[CH:23][CH:22]=[CH:21][CH:20]=1. The catalyst class is: 5.